From a dataset of Catalyst prediction with 721,799 reactions and 888 catalyst types from USPTO. Predict which catalyst facilitates the given reaction. (1) Reactant: C(OC(=O)[NH:7][C:8]1[S:9][C:10]2[CH2:19][CH2:18][CH:17]([OH:20])[C:16]3[C:12](=[CH:13][N:14]([CH2:21][C:22]4[CH:27]=[CH:26][C:25]([O:28][CH3:29])=[CH:24][CH:23]=4)[N:15]=3)[C:11]=2[N:30]=1)(C)(C)C. Product: [NH2:7][C:8]1[S:9][C:10]2[CH2:19][CH2:18][CH:17]([OH:20])[C:16]3[C:12](=[CH:13][N:14]([CH2:21][C:22]4[CH:27]=[CH:26][C:25]([O:28][CH3:29])=[CH:24][CH:23]=4)[N:15]=3)[C:11]=2[N:30]=1. The catalyst class is: 240. (2) Reactant: [CH:1]([C@H:4]1[CH2:9][CH2:8][C@H:7]([C:10](Cl)=[O:11])[CH2:6][CH2:5]1)([CH3:3])[CH3:2].[NH2:13][C@@H:14]([C:22]([OH:24])=[O:23])[CH2:15][C:16]1[CH:21]=[CH:20][CH:19]=[CH:18][CH:17]=1. Product: [CH3:2][CH:1]([CH3:3])[C@@H:4]1[CH2:9][CH2:8][C@@H:7]([C:10]([NH:13][C@H:14]([CH2:15][C:16]2[CH:21]=[CH:20][CH:19]=[CH:18][CH:17]=2)[C:22]([OH:24])=[O:23])=[O:11])[CH2:6][CH2:5]1. The catalyst class is: 6. (3) Reactant: [C:1]([O:5][C:6](=[O:11])[NH:7][CH2:8][CH2:9][OH:10])([CH3:4])([CH3:3])[CH3:2].CCN(C(C)C)C(C)C.Cl[P:22](N(C(C)C)C(C)C)[O:23][CH2:24][CH2:25][C:26]#[N:27].[CH3:35][C:36]1([CH3:57])[O:43][C@@H:42]2[C@@H:38]([C@@H:39]([CH2:55][OH:56])[O:40][C@H:41]2[N:44]2[C:48]3[NH:49][C:50]([NH2:54])=[N:51][C:52](=[O:53])[C:47]=3[N:46]=[CH:45]2)[O:37]1.C(SC1NN=NN=1)C.C1C=C(Cl)C=C(C(OO)=[O:74])C=1. Product: [C:1]([O:5][C:6](=[O:11])[NH:7][CH2:8][CH2:9][O:10][P:22]([O:56][CH2:55][C@@H:39]1[C@@H:38]2[C@@H:42]([O:43][C:36]([CH3:57])([CH3:35])[O:37]2)[C@H:41]([N:44]2[CH:45]=[N:46][C:47]3[C:52](=[O:53])[NH:51][C:50]([NH2:54])=[N:49][C:48]2=3)[O:40]1)([O:23][CH2:24][CH2:25][C:26]#[N:27])=[O:74])([CH3:4])([CH3:2])[CH3:3]. The catalyst class is: 623. (4) Reactant: [F:1][C:2]([C:5]1[CH:6]=[C:7]2[C:12](=[CH:13][CH:14]=1)[O:11][CH:10]([C:15]([F:18])([F:17])[F:16])[C:9]([C:19]([O:21]CC)=[O:20])=[CH:8]2)([F:4])[CH3:3].C1COCC1.CCO.O.[OH-].[Na+]. Product: [F:1][C:2]([C:5]1[CH:6]=[C:7]2[C:12](=[CH:13][CH:14]=1)[O:11][CH:10]([C:15]([F:16])([F:17])[F:18])[C:9]([C:19]([OH:21])=[O:20])=[CH:8]2)([F:4])[CH3:3]. The catalyst class is: 6. (5) Reactant: [CH3:1][O:2][C:3](=[O:24])/[C:4](/[C:8]1[CH:13]=[CH:12][CH:11]=[CH:10][C:9]=1[CH2:14][O:15][C:16]1[CH:21]=[CH:20][CH:19]=[C:18]([CH:22]=O)[CH:17]=1)=[CH:5]/[O:6][CH3:7].[BH-](OC(C)=O)(OC(C)=O)OC(C)=O.[Na+].[NH:39]1[CH2:44][CH2:43][O:42][CH2:41][CH2:40]1.C(=O)(O)[O-].[Na+]. Product: [CH3:1][O:2][C:3](=[O:24])/[C:4](/[C:8]1[CH:13]=[CH:12][CH:11]=[CH:10][C:9]=1[CH2:14][O:15][C:16]1[CH:21]=[CH:20][CH:19]=[C:18]([CH2:22][N:39]2[CH2:44][CH2:43][O:42][CH2:41][CH2:40]2)[CH:17]=1)=[CH:5]/[O:6][CH3:7]. The catalyst class is: 2. (6) Reactant: [OH:1][C:2]1[CH:3]=[C:4]2[C:9](=[CH:10][CH:11]=1)[NH:8][C:7]([C:12]([OH:14])=O)=[CH:6][C:5]2=[O:15].[CH3:16][C:17]1[CH:29]=[CH:28][C:20]([CH2:21][CH:22]2[CH2:27][CH2:26][NH:25][CH2:24][CH2:23]2)=[CH:19][CH:18]=1. Product: [OH:1][C:2]1[CH:3]=[C:4]2[C:9](=[CH:10][CH:11]=1)[NH:8][C:7]([C:12]([N:25]1[CH2:26][CH2:27][CH:22]([CH2:21][C:20]3[CH:19]=[CH:18][C:17]([CH3:16])=[CH:29][CH:28]=3)[CH2:23][CH2:24]1)=[O:14])=[CH:6][C:5]2=[O:15]. The catalyst class is: 27. (7) Reactant: [C:1]12([CH2:11][CH2:12][O:13][C:14]3[CH:19]=[CH:18][C:17]([CH2:20][CH2:21][NH:22][CH2:23][C@@H:24]([C:26]4[CH:35]=[CH:34][C:33]([O:36]CC5C=CC=CC=5)=[C:32]5[C:27]=4[CH:28]=[CH:29][C:30](=[O:44])[NH:31]5)[OH:25])=[CH:16][CH:15]=3)[CH2:10][CH:5]3[CH2:6][CH:7]([CH2:9][CH:3]([CH2:4]3)[CH2:2]1)[CH2:8]2. Product: [C:1]12([CH2:11][CH2:12][O:13][C:14]3[CH:15]=[CH:16][C:17]([CH2:20][CH2:21][NH:22][CH2:23][C@@H:24]([C:26]4[CH:35]=[CH:34][C:33]([OH:36])=[C:32]5[C:27]=4[CH:28]=[CH:29][C:30](=[O:44])[NH:31]5)[OH:25])=[CH:18][CH:19]=3)[CH2:10][CH:5]3[CH2:4][CH:3]([CH2:9][CH:7]([CH2:6]3)[CH2:8]1)[CH2:2]2. The catalyst class is: 45.